This data is from Reaction yield outcomes from USPTO patents with 853,638 reactions. The task is: Predict the reaction yield, written as a fraction of the theoretical maximum amount of product (1.0 means a 100% yield; for example, 0.34 means a 34% yield). (1) The reactants are Cl[C:2]1[N:7]=[CH:6][N:5]=[C:4]([N:8]([CH3:21])[C@H:9]2[C@@H:13]3[O:14][C:15]([CH3:18])([CH3:17])[O:16][C@@H:12]3[C@@H:11]([CH2:19][OH:20])[CH2:10]2)[CH:3]=1.C(N(CC)C(C)C)(C)C.[NH2:31][C@@H:32]1[C:40]2[C:35](=[CH:36][CH:37]=[CH:38][CH:39]=2)[CH2:34][CH2:33]1. The catalyst is C(O)CCC. The product is [C@@H:32]1([NH:31][C:2]2[N:7]=[CH:6][N:5]=[C:4]([N:8]([CH3:21])[C@H:9]3[C@@H:13]4[O:14][C:15]([CH3:18])([CH3:17])[O:16][C@@H:12]4[C@@H:11]([CH2:19][OH:20])[CH2:10]3)[CH:3]=2)[C:40]2[C:35](=[CH:36][CH:37]=[CH:38][CH:39]=2)[CH2:34][CH2:33]1. The yield is 0.240. (2) The reactants are [C:1]([O:5][C:6]([N:8]([CH3:32])[CH:9]1[CH2:14][CH2:13][CH:12]([O:15][C:16]2[C:27]3[C:26]4[C@H:25]([CH2:28][C:29]([OH:31])=O)[CH2:24][CH2:23][C:22]=4[S:21][C:20]=3[N:19]=[CH:18][N:17]=2)[CH2:11][CH2:10]1)=[O:7])([CH3:4])([CH3:3])[CH3:2].C1C=C[C:36]2N(O)N=[N:39][C:37]=2C=1.CCN=C=NCCCN(C)C.Cl.C(N)C.C(N(CC)CC)C. The catalyst is CN(C=O)C. The product is [CH2:37]([NH:39][C:29]([CH2:28][C@@H:25]1[CH2:24][CH2:23][C:22]2[S:21][C:20]3[N:19]=[CH:18][N:17]=[C:16]([O:15][CH:12]4[CH2:13][CH2:14][CH:9]([N:8]([CH3:32])[C:6](=[O:7])[O:5][C:1]([CH3:4])([CH3:2])[CH3:3])[CH2:10][CH2:11]4)[C:27]=3[C:26]1=2)=[O:31])[CH3:36]. The yield is 0.780. (3) The reactants are [Br:1][C:2]1[CH:10]=[C:6]([C:7]([OH:9])=O)[C:5]([OH:11])=[CH:4][CH:3]=1.[CH3:12][O:13][C:14]1[CH:15]=[C:16]([CH:18]=[C:19]([O:21][CH3:22])[CH:20]=1)[NH2:17]. No catalyst specified. The product is [Br:1][C:2]1[CH:3]=[CH:4][C:5]([OH:11])=[C:6]([CH:10]=1)[C:7]([NH:17][C:16]1[CH:18]=[C:19]([O:21][CH3:22])[CH:20]=[C:14]([O:13][CH3:12])[CH:15]=1)=[O:9]. The yield is 0.403. (4) The reactants are C([NH:5][S:6]([C:9]1[S:13][C:12]([C:14]2[N:15]=[CH:16][N:17]([C:19]3[CH:24]=[C:23]([C:25]([F:28])([F:27])[F:26])[CH:22]=[C:21]([C:29]4[CH:34]=[CH:33][C:32]([C:35]([F:38])([F:37])[F:36])=[CH:31][CH:30]=4)[N:20]=3)[CH:18]=2)=[N:11][CH:10]=1)(=[O:8])=[O:7])(C)(C)C.C(O)(C(F)(F)F)=O. No catalyst specified. The product is [F:28][C:25]([F:26])([F:27])[C:23]1[CH:22]=[C:21]([C:29]2[CH:30]=[CH:31][C:32]([C:35]([F:36])([F:38])[F:37])=[CH:33][CH:34]=2)[N:20]=[C:19]([N:17]2[CH:18]=[C:14]([C:12]3[S:13][C:9]([S:6]([NH2:5])(=[O:8])=[O:7])=[CH:10][N:11]=3)[N:15]=[CH:16]2)[CH:24]=1. The yield is 0.860. (5) The reactants are FC(F)(F)S([O:6][Si:7]([CH:14]([CH3:16])[CH3:15])([CH:11]([CH3:13])[CH3:12])[CH:8]([CH3:10])[CH3:9])(=O)=O.[F:19][C:20]1[CH:21]=[CH:22][C:23]2[N:24]([C:26]([N:29]3[CH2:33][CH2:32][CH2:31][C@@H:30]3CO)=[N:27][N:28]=2)[CH:25]=1.CCN(CC)CC. The catalyst is CN(C=O)C. The product is [F:19][C:20]1[CH:21]=[CH:22][C:23]2[N:24]([C:26]([N:29]3[CH2:33][CH2:32][CH2:31][C@@H:30]3[O:6][Si:7]([CH:8]([CH3:9])[CH3:10])([CH:11]([CH3:12])[CH3:13])[CH:14]([CH3:15])[CH3:16])=[N:27][N:28]=2)[CH:25]=1. The yield is 0.470. (6) The reactants are [Cl:1][C:2]1[CH:9]=[CH:8][C:7]([N+:10]([O-:12])=[O:11])=[CH:6][C:3]=1[CH:4]=O.[CH3:13][NH2:14].[BH4-].[Na+].[CH:17]1[CH:22]=[CH:21][C:20]([CH2:23][O:24][C:25](Cl)=[O:26])=[CH:19][CH:18]=1. The catalyst is CO. The product is [Cl:1][C:2]1[CH:9]=[CH:8][C:7]([N+:10]([O-:12])=[O:11])=[CH:6][C:3]=1[CH2:4][N:14]([CH3:13])[C:25](=[O:26])[O:24][CH2:23][C:20]1[CH:21]=[CH:22][CH:17]=[CH:18][CH:19]=1. The yield is 0.820. (7) The reactants are [Na].[O:2]=[S:3]1(=[O:17])[C:8]2[CH:9]=[N:10][CH:11]=[CH:12][C:7]=2[NH:6][C:5]([CH2:13][C:14]([O-])=[O:15])=[N:4]1.C([O:20][C:21]([C@H:23]1[C@@H:28]([NH:29][CH2:30][C:31]2[CH:36]=[CH:35][C:34]([F:37])=[CH:33][CH:32]=2)[C@H:27]2[CH2:38][C@@H:24]1[CH2:25][CH2:26]2)=O)C.F[P-](F)(F)(F)(F)F.N1(OC(N(C)C)=[N+](C)C)C2N=CC=CC=2N=N1.C(N(CC)CC)C. The catalyst is CN(C)C=O.C(OCC)(=O)C. The product is [O:2]=[S:3]1(=[O:17])[C:8]2[CH:9]=[N:10][CH:11]=[CH:12][C:7]=2[NH:6][C:5]([C:13]2[C:14](=[O:15])[N:29]([CH2:30][C:31]3[CH:32]=[CH:33][C:34]([F:37])=[CH:35][CH:36]=3)[C@@H:28]3[C@H:23]([C:21]=2[OH:20])[C@@H:24]2[CH2:38][C@H:27]3[CH2:26][CH2:25]2)=[N:4]1. The yield is 0.0770. (8) The reactants are CO[C:3](=[O:24])[C:4]1[CH:9]=[CH:8][C:7]([O:10][CH2:11][C:12]2[C:13]([C:17]3[CH:22]=[CH:21][C:20]([F:23])=[CH:19][CH:18]=3)=[N:14][O:15][CH:16]=2)=[N:6][CH:5]=1.[NH2:25][CH2:26][CH:27]1[CH2:29][CH2:28]1. No catalyst specified. The product is [CH:27]1([CH2:26][NH:25][C:3](=[O:24])[C:4]2[CH:9]=[CH:8][C:7]([O:10][CH2:11][C:12]3[C:13]([C:17]4[CH:18]=[CH:19][C:20]([F:23])=[CH:21][CH:22]=4)=[N:14][O:15][CH:16]=3)=[N:6][CH:5]=2)[CH2:29][CH2:28]1. The yield is 0.310. (9) The reactants are Cl[C:2]1[N:7]=[C:6]([NH:8][CH2:9][CH2:10][CH3:11])[N:5]=[C:4]([NH:12][CH2:13][CH2:14][CH3:15])[N:3]=1.Cl.[CH2:17]([O:20][NH2:21])[CH:18]=[CH2:19].[OH-].[Na+]. The catalyst is O1CCOCC1.O. The product is [CH2:17]([O:20][NH:21][C:2]1[N:7]=[C:6]([NH:8][CH2:9][CH2:10][CH3:11])[N:5]=[C:4]([NH:12][CH2:13][CH2:14][CH3:15])[N:3]=1)[CH:18]=[CH2:19]. The yield is 0.880. (10) The reactants are [C:1]1([C@H:7]([NH:10][C:11]([C:13]2[CH:14]=[CH:15][N:16]3[CH2:21][CH2:20][O:19][CH2:18][C:17]=23)=[O:12])[CH2:8][CH3:9])[CH:6]=[CH:5][CH:4]=[CH:3][CH:2]=1.[Br:22]N1C(=O)CCC1=O.[OH-].[Na+].O. The catalyst is ClCCl. The product is [C:1]1([C@H:7]([NH:10][C:11]([C:13]2[CH:14]=[C:15]([Br:22])[N:16]3[CH2:21][CH2:20][O:19][CH2:18][C:17]=23)=[O:12])[CH2:8][CH3:9])[CH:6]=[CH:5][CH:4]=[CH:3][CH:2]=1. The yield is 0.930.